Dataset: Buchwald-Hartwig C-N cross coupling reaction yields with 55,370 reactions. Task: Predict the reaction yield, written as a fraction of the theoretical maximum amount of product (1.0 means a 100% yield; for example, 0.34 means a 34% yield). (1) No catalyst specified. The yield is 0.547. The product is Cc1ccc(Nc2ccccn2)cc1. The reactants are Clc1ccccn1.Cc1ccc(N)cc1.O=S(=O)(O[Pd]1c2ccccc2-c2ccccc2N~1)C(F)(F)F.COc1ccc(OC)c(P([C@]23C[C@H]4C[C@H](C[C@H](C4)C2)C3)[C@]23C[C@H]4C[C@H](C[C@H](C4)C2)C3)c1-c1c(C(C)C)cc(C(C)C)cc1C(C)C.CCN=P(N=P(N(C)C)(N(C)C)N(C)C)(N(C)C)N(C)C.COC(=O)c1cc(-c2cccs2)on1. (2) The reactants are Ic1cccnc1.Cc1ccc(N)cc1.O=S(=O)(O[Pd]1c2ccccc2-c2ccccc2N~1)C(F)(F)F.CC(C)c1cc(C(C)C)c(-c2ccccc2P(C(C)(C)C)C(C)(C)C)c(C(C)C)c1.CN1CCCN2CCCN=C12.Cc1cc(-c2ccccc2)on1. No catalyst specified. The product is Cc1ccc(Nc2cccnc2)cc1. The yield is 0.783. (3) The reactants are Ic1cccnc1.Cc1ccc(N)cc1.O=S(=O)(O[Pd]1c2ccccc2-c2ccccc2N~1)C(F)(F)F.COc1ccc(OC)c(P([C@]23C[C@H]4C[C@H](C[C@H](C4)C2)C3)[C@]23C[C@H]4C[C@H](C[C@H](C4)C2)C3)c1-c1c(C(C)C)cc(C(C)C)cc1C(C)C.CN(C)C(=NC(C)(C)C)N(C)C.Cc1cc(C)on1. No catalyst specified. The product is Cc1ccc(Nc2cccnc2)cc1. The yield is 0.573.